Dataset: Full USPTO retrosynthesis dataset with 1.9M reactions from patents (1976-2016). Task: Predict the reactants needed to synthesize the given product. (1) Given the product [OH:20][C:17]([CH3:19])([CH3:18])[CH:15]([NH:14][C:12]([C:9]1[CH:8]=[CH:7][C:6]2[C:11](=[C:2]([C:27]3[CH:28]=[CH:29][CH:30]=[C:25]([O:24][CH2:23][C:22]([F:21])([F:34])[F:35])[CH:26]=3)[CH:3]=[N:4][CH:5]=2)[N:10]=1)=[O:13])[CH3:16], predict the reactants needed to synthesize it. The reactants are: Br[C:2]1[CH:3]=[N:4][CH:5]=[C:6]2[C:11]=1[N:10]=[C:9]([C:12]([NH:14][CH:15]([C:17]([OH:20])([CH3:19])[CH3:18])[CH3:16])=[O:13])[CH:8]=[CH:7]2.[F:21][C:22]([F:35])([F:34])[CH2:23][O:24][C:25]1[CH:26]=[C:27](B(O)O)[CH:28]=[CH:29][CH:30]=1. (2) Given the product [C:27]([NH:26][C:6]([N:5]=[S:2](=[O:4])=[O:3])=[O:7])([O:12][C:8]([CH3:11])([CH3:10])[CH3:9])=[O:28].[NH2:15][C:19]1[CH:20]=[CH:31][CH:29]=[CH:30][CH:21]=1, predict the reactants needed to synthesize it. The reactants are: Cl[S:2]([N:5]=[C:6]=[O:7])(=[O:4])=[O:3].[C:8]([OH:12])([CH3:11])([CH3:10])[CH3:9].CC[N:15]([CH:19]([CH3:21])[CH3:20])C(C)C.ClS([N:26]=[C:27]=[O:28])(=O)=O.[C:29](O)(C)([CH3:31])[CH3:30]. (3) Given the product [F:14][C:2]([F:1])([F:15])[CH2:3][O:4][C:5]1[CH:13]=[CH:12][C:8]([C:9]([NH:39][CH2:40][CH2:41][NH:42][C:43](=[O:49])[O:44][C:45]([CH3:47])([CH3:46])[CH3:48])=[O:11])=[CH:7][N:6]=1, predict the reactants needed to synthesize it. The reactants are: [F:1][C:2]([F:15])([F:14])[CH2:3][O:4][C:5]1[CH:13]=[CH:12][C:8]([C:9]([OH:11])=O)=[CH:7][N:6]=1.CCN=C=NCCCN(C)C.Cl.C1C=CC2N(O)N=NC=2C=1.O.[NH2:39][CH2:40][CH2:41][NH:42][C:43](=[O:49])[O:44][C:45]([CH3:48])([CH3:47])[CH3:46]. (4) Given the product [F:1][C:2]([F:10])([F:9])[CH:3]1[CH2:8][CH2:7][CH2:6][CH2:5][NH:4]1, predict the reactants needed to synthesize it. The reactants are: [F:1][C:2]([F:10])([F:9])[C:3]1[CH:8]=[CH:7][CH:6]=[CH:5][N:4]=1. (5) Given the product [C:14]([O:13][C:11]([NH:10][C@:5]1([C:3]([OH:4])=[O:2])[CH2:7][C@H:6]1[CH2:8][CH3:9])=[O:12])([CH3:15])([CH3:16])[CH3:17], predict the reactants needed to synthesize it. The reactants are: C[O:2][C:3]([C@@:5]1([NH:10][C:11]([O:13][C:14]([CH3:17])([CH3:16])[CH3:15])=[O:12])[CH2:7][C@H:6]1[CH2:8][CH3:9])=[O:4].[Li+].[OH-]. (6) The reactants are: [NH2:1][C@@H:2]1[CH2:7][CH2:6][CH2:5][CH2:4][C@H:3]1[CH2:8][C:9]1[CH:14]=[CH:13][C:12]([N:15]2[S:19](=[O:21])(=[O:20])[N:18](CC[Si](C)(C)C)[C:17](=[O:28])[CH2:16]2)=[C:11]([O:29]CC2C=CC=CC=2)[CH:10]=1.[CH2:37]([S:39](Cl)(=[O:41])=[O:40])[CH3:38]. Given the product [OH:29][C:11]1[CH:10]=[C:9]([CH:14]=[CH:13][C:12]=1[N:15]1[CH2:16][C:17](=[O:28])[NH:18][S:19]1(=[O:21])=[O:20])[CH2:8][C@@H:3]1[CH2:4][CH2:5][CH2:6][CH2:7][C@H:2]1[NH:1][S:39]([CH2:37][CH3:38])(=[O:41])=[O:40], predict the reactants needed to synthesize it. (7) Given the product [Cl:54][C:55]1[CH:60]=[CH:59][CH:58]=[CH:57][C:56]=1[NH:61][C:62](=[O:63])[NH:32][C:33]1[CH:34]=[CH:35][C:36]([C:39]2[S:43][C:42]([CH:44]3[CH2:45][CH2:46][CH:47]([C:50]([O:52][CH3:53])=[O:51])[CH2:48][CH2:49]3)=[N:41][CH:40]=2)=[CH:37][CH:38]=1, predict the reactants needed to synthesize it. The reactants are: FC(F)(F)C1C=C(NC(=O)NC2C=CC(C3SC(CCC(OC)=O)=NC=3)=CC=2)C=CC=1.[NH2:32][C:33]1[CH:38]=[CH:37][C:36]([C:39]2[S:43][C:42]([CH:44]3[CH2:49][CH2:48][CH:47]([C:50]([O:52][CH3:53])=[O:51])[CH2:46][CH2:45]3)=[N:41][CH:40]=2)=[CH:35][CH:34]=1.[Cl:54][C:55]1[CH:60]=[CH:59][CH:58]=[CH:57][C:56]=1[N:61]=[C:62]=[O:63]. (8) Given the product [F:8][C:6]1[CH:5]=[C:4]([CH2:9][C:10]([NH:13][CH:14]([C:16]2[NH:17][CH2:18][C:19]([C:27]([O:29][CH3:30])=[O:28])([C:21]3[CH:26]=[CH:25][CH:24]=[CH:23][CH:22]=3)[N:20]=2)[CH3:15])=[O:12])[CH:3]=[C:2]([F:1])[CH:7]=1, predict the reactants needed to synthesize it. The reactants are: [F:1][C:2]1[CH:3]=[C:4]([CH2:9][C:10]([OH:12])=O)[CH:5]=[C:6]([F:8])[CH:7]=1.[NH2:13][CH:14]([C:16]1[N:17](C(OC(C)(C)C)=O)[CH2:18][C:19]([C:27]([O:29][CH3:30])=[O:28])([C:21]2[CH:26]=[CH:25][CH:24]=[CH:23][CH:22]=2)[N:20]=1)[CH3:15].